This data is from Forward reaction prediction with 1.9M reactions from USPTO patents (1976-2016). The task is: Predict the product of the given reaction. (1) Given the reactants [F:1][C@@:2]([CH3:29])([C:6]([NH:8][C@@H:9]1[C:15](=[O:16])[N:14]([CH2:17][CH2:18][O:19][CH3:20])[C:13]2[CH:21]=[CH:22][CH:23]=[CH:24][C:12]=2[C:11]2[CH:25]=[CH:26][CH:27]=[CH:28][C:10]1=2)=[O:7])[C:3]([OH:5])=O.[F:30][C:31]([F:38])([C:34]([F:37])([F:36])[F:35])[CH2:32][NH2:33], predict the reaction product. The product is: [F:1][C@:2]([CH3:29])([C:3]([NH:33][CH2:32][C:31]([F:38])([F:30])[C:34]([F:37])([F:36])[F:35])=[O:5])[C:6]([NH:8][C@@H:9]1[C:15](=[O:16])[N:14]([CH2:17][CH2:18][O:19][CH3:20])[C:13]2[CH:21]=[CH:22][CH:23]=[CH:24][C:12]=2[C:11]2[CH:25]=[CH:26][CH:27]=[CH:28][C:10]1=2)=[O:7]. (2) Given the reactants [Cl:1][C:2]1[C:3]([O:12][CH2:13][C:14]2(C(F)(F)F)[CH2:19][CH2:18][CH2:17][CH2:16][CH2:15]2)=[CH:4][C:5]([F:11])=[C:6]([CH:10]=1)[C:7]([OH:9])=[O:8].ClC1C(OCC2CCCCC2)=C[C:28](F)=[C:29]([CH:33]=1)[C:30](O)=O, predict the reaction product. The product is: [Cl:1][C:2]1[C:3]([O:12][CH2:13][CH:14]2[CH2:15][CH2:16][CH2:17][CH2:18][CH2:19]2)=[CH:4][C:5]([F:11])=[C:6]([CH:10]=1)[C:7]([O:9][C:29]([CH3:33])([CH3:30])[CH3:28])=[O:8]. (3) Given the reactants [OH-].[Na+].C([O:6][C:7]1[CH:31]=[CH:30][C:29]([C:32]2[O:33][CH:34]=[CH:35][CH:36]=2)=[CH:28][C:8]=1[C:9]([NH:11][C:12]1[CH:21]=[C:20]([C:22]2[CH:27]=[CH:26][CH:25]=[CH:24][CH:23]=2)[CH:19]=[CH:18][C:13]=1[C:14]([O:16]C)=[O:15])=[O:10])(=O)C.Cl, predict the reaction product. The product is: [O:33]1[CH:34]=[CH:35][CH:36]=[C:32]1[C:29]1[CH:30]=[CH:31][C:7]([OH:6])=[C:8]([CH:28]=1)[C:9]([NH:11][C:12]1[CH:21]=[C:20]([C:22]2[CH:23]=[CH:24][CH:25]=[CH:26][CH:27]=2)[CH:19]=[CH:18][C:13]=1[C:14]([OH:16])=[O:15])=[O:10].